Task: Predict which catalyst facilitates the given reaction.. Dataset: Catalyst prediction with 721,799 reactions and 888 catalyst types from USPTO (1) Reactant: [C+:1]1[C:13]2[NH:12][C:11]3[C:6](=[CH:7][CH:8]=[CH:9][CH:10]=3)[C:5]=2[CH:4]=[CH:3][CH:2]=1. Product: [CH:10]1[C:11]2[NH:12][C:13]3[C:5](=[CH:4][CH:3]=[CH:2][CH:1]=3)[C:6]=2[CH:7]=[CH:8][CH:9]=1. The catalyst class is: 10. (2) Reactant: [Br:1][C:2]1[CH:3]=[C:4]2[C:9](=[CH:10][CH:11]=1)[N:8]=[C:7](Cl)[N:6]=[CH:5]2.[NH2:13][CH2:14][CH2:15][C:16]1[CH:21]=[CH:20][CH:19]=[CH:18][N:17]=1. Product: [Br:1][C:2]1[CH:3]=[C:4]2[C:9](=[CH:10][CH:11]=1)[N:8]=[C:7]([NH:13][CH2:14][CH2:15][C:16]1[CH:21]=[CH:20][CH:19]=[CH:18][N:17]=1)[N:6]=[CH:5]2. The catalyst class is: 41. (3) Reactant: [S:1]([N:11]1[C:19]2[C:14](=[CH:15][CH:16]=[CH:17][CH:18]=2)[C:13]([CH:20]=[O:21])=[CH:12]1)([C:4]1[CH:10]=[CH:9][C:7]([CH3:8])=[CH:6][CH:5]=1)(=[O:3])=[O:2].[BH4-].[Na+]. Product: [S:1]([N:11]1[C:19]2[C:14](=[CH:15][CH:16]=[CH:17][CH:18]=2)[C:13]([CH2:20][OH:21])=[CH:12]1)([C:4]1[CH:5]=[CH:6][C:7]([CH3:8])=[CH:9][CH:10]=1)(=[O:2])=[O:3]. The catalyst class is: 5.